This data is from Full USPTO retrosynthesis dataset with 1.9M reactions from patents (1976-2016). The task is: Predict the reactants needed to synthesize the given product. (1) The reactants are: [N:1]1[N:2]2[CH2:11][CH2:10][CH2:9][C:3]2=[CH:4][C:5]=1[C:6](O)=[O:7].Cl.[CH3:13][NH:14][O:15][CH3:16].N1C=CC=CC=1.FC(F)(F)C(O)=O. Given the product [CH3:16][O:15][N:14]([CH3:13])[C:6]([C:5]1[CH:4]=[C:3]2[CH2:9][CH2:10][CH2:11][N:2]2[N:1]=1)=[O:7], predict the reactants needed to synthesize it. (2) Given the product [Cl-:1].[S:5]([O-:9])([O-:8])(=[O:7])=[O:6].[K+:2].[K+:2].[S:5]([O-:9])([O-:8])(=[O:7])=[O:6].[Na+:4].[Na+:4], predict the reactants needed to synthesize it. The reactants are: [Cl-:1].[K+:2].[Cl-].[Na+:4].[S:5]([O-:9])([O-:8])(=[O:7])=[O:6]. (3) Given the product [C:18]([C:20]1[CH:21]=[C:22]([CH:26]=[CH:27][CH:28]=1)[C:23]([NH:11][C:10]1[CH:12]=[CH:13][CH:14]=[CH:15][C:9]=1[CH2:8][O:7][C:6]1[CH:5]=[CH:4][C:3]([O:2][CH3:1])=[CH:17][CH:16]=1)=[O:24])#[N:19], predict the reactants needed to synthesize it. The reactants are: [CH3:1][O:2][C:3]1[CH:17]=[CH:16][C:6]([O:7][CH2:8][C:9]2[CH:15]=[CH:14][CH:13]=[CH:12][C:10]=2[NH2:11])=[CH:5][CH:4]=1.[C:18]([C:20]1[CH:21]=[C:22]([CH:26]=[CH:27][CH:28]=1)[C:23](Cl)=[O:24])#[N:19]. (4) Given the product [CH:13]([N:15]1[CH2:20][CH2:19][N:18]([C:2]2[CH:7]=[C:6]([NH:8][C:9](=[O:11])[CH3:10])[CH:5]=[CH:4][N:3]=2)[CH2:17][CH2:16]1)([CH3:14])[CH3:12], predict the reactants needed to synthesize it. The reactants are: Cl[C:2]1[CH:7]=[C:6]([NH:8][C:9](=[O:11])[CH3:10])[CH:5]=[CH:4][N:3]=1.[CH3:12][CH:13]([N:15]1[CH2:20][CH2:19][NH:18][CH2:17][CH2:16]1)[CH3:14].